This data is from Reaction yield outcomes from USPTO patents with 853,638 reactions. The task is: Predict the reaction yield, written as a fraction of the theoretical maximum amount of product (1.0 means a 100% yield; for example, 0.34 means a 34% yield). The reactants are [CH:1]([C:4]1[CH:11]=[CH:10][C:9]([CH:12]([CH3:14])[CH3:13])=[CH:8][C:5]=1[CH:6]=[O:7])([CH3:3])[CH3:2].CCO.[BH4-].[Na+].CCCCCCC. The catalyst is CCOC(C)=O. The product is [CH:1]([C:4]1[CH:11]=[CH:10][C:9]([CH:12]([CH3:14])[CH3:13])=[CH:8][C:5]=1[CH2:6][OH:7])([CH3:3])[CH3:2]. The yield is 0.650.